This data is from Catalyst prediction with 721,799 reactions and 888 catalyst types from USPTO. The task is: Predict which catalyst facilitates the given reaction. (1) Reactant: C(O)(=O)C.[C:5]([O:9][C:10](=[O:19])[NH:11][CH:12]1[CH2:17][CH2:16][C:15](=O)[CH2:14][CH2:13]1)([CH3:8])([CH3:7])[CH3:6].C(O[BH-](OC(=O)C)OC(=O)C)(=O)C.[Na+].[N:34]1[C:43]2[C@@H:42]([NH2:44])[CH2:41][CH2:40][CH2:39][C:38]=2[CH:37]=[CH:36][CH:35]=1. Product: [C:5]([O:9][C:10](=[O:19])[NH:11][C@H:12]1[CH2:17][CH2:16][C@H:15]([NH:44][C@@H:42]2[C:43]3[N:34]=[CH:35][CH:36]=[CH:37][C:38]=3[CH2:39][CH2:40][CH2:41]2)[CH2:14][CH2:13]1)([CH3:8])([CH3:7])[CH3:6]. The catalyst class is: 595. (2) Reactant: [NH2:1][C:2]1[CH:3]=[C:4]([CH:18]=[C:19]([C:21]#[CH:22])[CH:20]=1)[C:5]([NH:7][CH2:8][CH2:9][O:10][CH2:11][CH2:12][O:13][CH2:14][CH2:15][O:16][CH3:17])=[O:6].[C:23]([O:27][C:28](=[O:48])[NH:29][C:30]1[C:39]2[C:34](=[CH:35][CH:36]=[CH:37][CH:38]=2)[C:33]([O:40][C:41]2[CH:46]=[CH:45][N:44]=[C:43](Cl)[N:42]=2)=[CH:32][CH:31]=1)([CH3:26])([CH3:25])[CH3:24].CC1C=CC(S(O)(=O)=O)=CC=1.O.ClC1N=CC=CN=1. Product: [C:23]([O:27][C:28](=[O:48])[NH:29][C:30]1[C:39]2[C:34](=[CH:35][CH:36]=[CH:37][CH:38]=2)[C:33]([O:40][C:41]2[CH:46]=[CH:45][N:44]=[C:43]([NH:1][C:2]3[CH:3]=[C:4]([C:5](=[O:6])[NH:7][CH2:8][CH2:9][O:10][CH2:11][CH2:12][O:13][CH2:14][CH2:15][O:16][CH3:17])[CH:18]=[C:19]([C:21]#[CH:22])[CH:20]=3)[N:42]=2)=[CH:32][CH:31]=1)([CH3:26])([CH3:24])[CH3:25]. The catalyst class is: 1. (3) Reactant: Br[C:2]1[CH:11]=[CH:10][C:5]([C:6]([NH:8][CH3:9])=[O:7])=[CH:4][N:3]=1.C[Sn](C)C.C[Sn](C)C.Br[C:21]1[CH:22]=[N:23][N:24]2[CH:29]=[CH:28][C:27]([C:30]([N:32]([C:36]3[CH:41]=[CH:40][C:39]([C:42]#[N:43])=[CH:38][CH:37]=3)[CH:33]3[CH2:35][CH2:34]3)=[O:31])=[CH:26][C:25]=12. Product: [C:42]([C:39]1[CH:40]=[CH:41][C:36]([N:32]([CH:33]2[CH2:35][CH2:34]2)[C:30]([C:27]2[CH:28]=[CH:29][N:24]3[N:23]=[CH:22][C:21]([C:2]4[CH:11]=[CH:10][C:5]([C:6](=[O:7])[NH:8][CH3:9])=[CH:4][N:3]=4)=[C:25]3[CH:26]=2)=[O:31])=[CH:37][CH:38]=1)#[N:43]. The catalyst class is: 853. (4) Reactant: [CH3:1][O:2][C:3]1[CH:25]=[C:24]([C:26]([F:29])([F:28])[F:27])[CH:23]=[C:22]([S:30][CH3:31])[C:4]=1[C:5]([NH:7][C:8]1([C:16]2[CH:21]=[CH:20][CH:19]=[CH:18][CH:17]=2)[CH2:13][C:12](=[O:14])[CH2:11][N:10]([CH3:15])[CH2:9]1)=[O:6].[BH4-].[Na+]. Product: [OH:14][CH:12]1[CH2:11][N:10]([CH3:15])[CH2:9][C:8]([NH:7][C:5](=[O:6])[C:4]2[C:22]([S:30][CH3:31])=[CH:23][C:24]([C:26]([F:27])([F:28])[F:29])=[CH:25][C:3]=2[O:2][CH3:1])([C:16]2[CH:21]=[CH:20][CH:19]=[CH:18][CH:17]=2)[CH2:13]1. The catalyst class is: 5. (5) Reactant: F[P-](F)(F)(F)(F)F.N1(O[P+](N(C)C)(N(C)C)N(C)C)C2C=CC=CC=2N=N1.[Cl:28][C:29]1[CH:30]=[C:31]2[C:35](=[CH:36][CH:37]=1)[NH:34][C:33]([C:38]([OH:40])=O)=[CH:32]2.[NH2:41][C:42]1[CH:47]=[C:46]([S:48]([CH2:51][CH3:52])(=[O:50])=[O:49])[CH:45]=[CH:44][C:43]=1[OH:53].Cl. Product: [CH2:51]([S:48]([C:46]1[CH:45]=[CH:44][C:43]([OH:53])=[C:42]([NH:41][C:38]([C:33]2[NH:34][C:35]3[C:31]([CH:32]=2)=[CH:30][C:29]([Cl:28])=[CH:37][CH:36]=3)=[O:40])[CH:47]=1)(=[O:50])=[O:49])[CH3:52]. The catalyst class is: 1. (6) Reactant: Cl.[CH3:2][O:3][C:4]([C@H:6]1[NH:23][C:22](=[O:24])[C@H:21]([CH2:25][CH:26]([CH3:28])[CH3:27])[NH:20][C:19](=[O:29])[C@@H:18]([NH2:30])[CH2:17][C:16]2=[CH:31][CH:32]=[C:13]([CH:14]=[CH:15]2)[O:12][CH2:11][CH2:10][CH2:9][CH2:8][CH2:7]1)=[O:5].Cl[C:34]([O:36][CH2:37][C:38]1[CH:43]=[CH:42][CH:41]=[CH:40][CH:39]=1)=[O:35].CCN(C(C)C)C(C)C.CCOC(C)=O.C(Cl)Cl. Product: [CH3:2][O:3][C:4]([C@H:6]1[NH:23][C:22](=[O:24])[C@H:21]([CH2:25][CH:26]([CH3:28])[CH3:27])[NH:20][C:19](=[O:29])[C@@H:18]([NH:30][C:34]([O:36][CH2:37][C:38]2[CH:43]=[CH:42][CH:41]=[CH:40][CH:39]=2)=[O:35])[CH2:17][C:16]2=[CH:31][CH:32]=[C:13]([CH:14]=[CH:15]2)[O:12][CH2:11][CH2:10][CH2:9][CH2:8][CH2:7]1)=[O:5]. The catalyst class is: 3. (7) Reactant: C[C:2]1[C:3](C)=[C:4]([C:16]#[C:17]CO)[CH:5]=[CH:6][C:7]=1[C:8](=[O:15])[C:9]1[CH:14]=[CH:13][CH:12]=[CH:11][CH:10]=1.[OH-].[Na+]. Product: [C:8]([C:7]1[CH:2]=[CH:3][C:4]([C:16]#[CH:17])=[CH:5][CH:6]=1)(=[O:15])[C:9]1[CH:10]=[CH:11][CH:12]=[CH:13][CH:14]=1. The catalyst class is: 11. (8) Reactant: B(Br)(Br)Br.[CH3:5][O:6][C:7](=[O:35])[C@H:8]([CH2:20][C:21]1[CH:26]=[CH:25][C:24]([C:27]2[CH:32]=[CH:31][CH:30]=[CH:29][C:28]=2[O:33]C)=[CH:23][CH:22]=1)[NH:9][C:10](=[O:19])[C:11]1[C:16]([Cl:17])=[CH:15][CH:14]=[CH:13][C:12]=1[Cl:18]. Product: [CH3:5][O:6][C:7](=[O:35])[C@H:8]([CH2:20][C:21]1[CH:26]=[CH:25][C:24]([C:27]2[CH:32]=[CH:31][CH:30]=[CH:29][C:28]=2[OH:33])=[CH:23][CH:22]=1)[NH:9][C:10](=[O:19])[C:11]1[C:12]([Cl:18])=[CH:13][CH:14]=[CH:15][C:16]=1[Cl:17]. The catalyst class is: 2.